From a dataset of Peptide-MHC class II binding affinity with 134,281 pairs from IEDB. Regression. Given a peptide amino acid sequence and an MHC pseudo amino acid sequence, predict their binding affinity value. This is MHC class II binding data. (1) The binding affinity (normalized) is 0.534. The MHC is DRB1_0101 with pseudo-sequence DRB1_0101. The peptide sequence is PILLLDQVLVSDVGD. (2) The binding affinity (normalized) is 0.565. The peptide sequence is IAAMMTSPLSVASMT. The MHC is HLA-DPA10103-DPB10401 with pseudo-sequence HLA-DPA10103-DPB10401.